Dataset: Catalyst prediction with 721,799 reactions and 888 catalyst types from USPTO. Task: Predict which catalyst facilitates the given reaction. (1) Reactant: [Cl:1][C:2]1[CH:7]=[CH:6][C:5]([N+:8]([O-:10])=[O:9])=[C:4](F)[CH:3]=1.[NH:12]1[CH2:17][CH2:16][CH2:15][CH2:14][CH2:13]1.O. Product: [Cl:1][C:2]1[CH:7]=[CH:6][C:5]([N+:8]([O-:10])=[O:9])=[C:4]([N:12]2[CH2:17][CH2:16][CH2:15][CH2:14][CH2:13]2)[CH:3]=1. The catalyst class is: 14. (2) The catalyst class is: 12. Reactant: C([O-])([O-])=O.[Na+].[Na+].I[C:8]1[CH:9]=[CH:10][C:11]([OH:14])=[N:12][CH:13]=1.[Cl:15][C:16]1[CH:21]=[CH:20][C:19](OB(O)O)=[CH:18][CH:17]=1. Product: [Cl:15][C:16]1[CH:21]=[CH:20][C:19]([C:8]2[CH:9]=[CH:10][C:11]([OH:14])=[N:12][CH:13]=2)=[CH:18][CH:17]=1. (3) Reactant: [H-].[Na+].[Cl:3][C:4]1[NH:5][C:6]2[C:11]([C:12]=1[CH:13]=[O:14])=[CH:10][CH:9]=[CH:8][CH:7]=2.I[CH3:16]. Product: [Cl:3][C:4]1[N:5]([CH3:16])[C:6]2[C:11]([C:12]=1[CH:13]=[O:14])=[CH:10][CH:9]=[CH:8][CH:7]=2. The catalyst class is: 3. (4) Reactant: [NH:1]1[CH2:4][CH:3]([C:5]([OH:7])=[O:6])[CH2:2]1.[CH3:8][Si](C)(C)[Cl:10]. Product: [ClH:10].[NH:1]1[CH2:4][CH:3]([C:5]([O:7][CH3:8])=[O:6])[CH2:2]1. The catalyst class is: 5.